From a dataset of Catalyst prediction with 721,799 reactions and 888 catalyst types from USPTO. Predict which catalyst facilitates the given reaction. (1) Reactant: [CH2:1]([C:5]1[N:6]([CH2:10][CH2:11][N:12]2C(=O)C3C(=CC=CC=3)C2=O)[CH:7]=[CH:8][N:9]=1)[CH2:2][CH2:3][CH3:4].O.NN. Product: [CH2:1]([C:5]1[N:6]([CH2:10][CH2:11][NH2:12])[CH:7]=[CH:8][N:9]=1)[CH2:2][CH2:3][CH3:4]. The catalyst class is: 8. (2) Reactant: C([O:3][C:4](=[O:28])[C:5]([NH:20][C:21]([O:23][C:24]([CH3:27])([CH3:26])[CH3:25])=[O:22])([CH2:11][C:12]1[CH:17]=[C:16]([I:18])[CH:15]=[CH:14][C:13]=1[F:19])C(OCC)=O)C.O.[OH-].[Na+]. Product: [C:24]([O:23][C:21]([NH:20][CH:5]([CH2:11][C:12]1[CH:17]=[C:16]([I:18])[CH:15]=[CH:14][C:13]=1[F:19])[C:4]([OH:28])=[O:3])=[O:22])([CH3:27])([CH3:25])[CH3:26]. The catalyst class is: 14. (3) Reactant: [Br:1][C:2]1[CH:7]=[CH:6][C:5]([O:8][CH3:9])=[CH:4][CH:3]=1.[Cl:10][S:11](O)(=[O:13])=[O:12]. Product: [Br:1][C:2]1[CH:7]=[CH:6][C:5]([O:8][CH3:9])=[C:4]([S:11]([Cl:10])(=[O:13])=[O:12])[CH:3]=1. The catalyst class is: 22. (4) Reactant: [CH2:1]1[CH:5]2[CH2:6][C:7](=[O:8])[CH:3]([CH2:4]2)[CH2:2]1.[Cl:9][C:10]1[CH:17]=[CH:16][CH:15]=[C:14]([CH2:18][CH3:19])[C:11]=1[CH:12]=O.[OH-].[K+].Cl. Product: [Cl:9][C:10]1[CH:17]=[CH:16][CH:15]=[C:14]([CH2:18][CH3:19])[C:11]=1[CH:12]=[C:6]1[CH:5]2[CH2:4][CH:3]([CH2:2][CH2:1]2)[C:7]1=[O:8]. The catalyst class is: 40. (5) Reactant: [CH3:1][O:2][C:3]([C:5]1[CH:10]=[CH:9][CH:8]=[CH:7][C:6]=1[NH:11][C:12]1[CH:20]=[C:19]2[C:15]([C:16]([C:27]([OH:29])=O)=[N:17][N:18]2[CH:21]2[CH2:26][CH2:25][CH2:24][CH2:23][O:22]2)=[CH:14][CH:13]=1)=[O:4].[CH2:30]([N:32](CC)CC)C.CN.CN(C(ON1N=NC2C=CC=NC1=2)=[N+](C)C)C.F[P-](F)(F)(F)(F)F. Product: [CH3:1][O:2][C:3](=[O:4])[C:5]1[CH:10]=[CH:9][CH:8]=[CH:7][C:6]=1[NH:11][C:12]1[CH:20]=[C:19]2[C:15]([C:16]([C:27](=[O:29])[NH:32][CH3:30])=[N:17][N:18]2[CH:21]2[CH2:26][CH2:25][CH2:24][CH2:23][O:22]2)=[CH:14][CH:13]=1. The catalyst class is: 3.